This data is from Forward reaction prediction with 1.9M reactions from USPTO patents (1976-2016). The task is: Predict the product of the given reaction. (1) Given the reactants [C:1]([C:4]1[C:12]2[C:7](=[CH:8][CH:9]=[C:10]([NH:13][C:14]3[CH:15]=[N:16][CH:17]=[N:18][CH:19]=3)[CH:11]=2)[N:6]([CH2:20][C:21](O)=[O:22])[N:5]=1)(=[O:3])[NH2:2].CCN(C(C)C)C(C)C.Cl.[Cl:34][C:35]1[CH:40]=[CH:39][CH:38]=[CH:37][C:36]=1[C:41]1[CH:46]=[CH:45][CH:44]=[C:43]([NH:47][C:48]([C@@H:50]2[CH2:54][C@@H:53]([F:55])[CH2:52][NH:51]2)=[O:49])[C:42]=1[F:56].CN(C(ON1N=NC2C=CC=NC1=2)=[N+](C)C)C.F[P-](F)(F)(F)(F)F, predict the reaction product. The product is: [Cl:34][C:35]1[CH:40]=[CH:39][CH:38]=[CH:37][C:36]=1[C:41]1[CH:46]=[CH:45][CH:44]=[C:43]([NH:47][C:48]([C@@H:50]2[CH2:54][C@@H:53]([F:55])[CH2:52][N:51]2[C:21](=[O:22])[CH2:20][N:6]2[C:7]3[C:12](=[CH:11][C:10]([NH:13][C:14]4[CH:19]=[N:18][CH:17]=[N:16][CH:15]=4)=[CH:9][CH:8]=3)[C:4]([C:1]([NH2:2])=[O:3])=[N:5]2)=[O:49])[C:42]=1[F:56]. (2) Given the reactants [CH3:1][CH:2]1[NH:7][CH2:6][CH2:5][N:4]([C:8]2[C:13]([O:14][CH3:15])=[C:12]3[N:16]([CH:24]4[CH2:26][CH2:25]4)[CH:17]=[C:18]([C:21](O)=[O:22])[C:19](=[O:20])[C:11]3=[CH:10][C:9]=2[F:27])[CH2:3]1.CC1NC[CH2:32][N:31]([C:35]2[C:40](OC)=[C:39]3[N:43](C4CC4)C=C(C(O)=O)C(=O)C3=CC=2F)[CH2:30]1.O.O.O.[OH-].[Na+], predict the reaction product. The product is: [CH:24]1([N:16]2[C:12]3[C:11](=[CH:10][C:9]([F:27])=[C:8]([N:4]4[CH2:5][CH2:6][NH:7][CH:2]([CH3:1])[CH2:3]4)[C:13]=3[O:14][CH3:15])[C:19](=[O:20])[C:18]([C:21]([NH:43][CH2:39][CH2:40][CH2:35][N:31]([CH3:32])[CH3:30])=[O:22])=[CH:17]2)[CH2:26][CH2:25]1. (3) Given the reactants [NH2:1][C@H:2]1[CH2:7][CH2:6][C@H:5]([CH2:8][NH:9][C:10]2[C:15]([C:16]#[N:17])=[CH:14][N:13]=[C:12]([NH:18][CH2:19][C:20]3[CH:25]=[CH:24][CH:23]=[CH:22][C:21]=3[O:26][C:27]([F:30])([F:29])[F:28])[N:11]=2)[CH2:4][CH2:3]1.[BH-](OC(C)=O)(OC(C)=O)O[C:33]([CH3:35])=O.[Na+].C(=O)C.C([O-])(O)=O.[Na+], predict the reaction product. The product is: [CH2:33]([NH:1][C@H:2]1[CH2:3][CH2:4][C@H:5]([CH2:8][NH:9][C:10]2[C:15]([C:16]#[N:17])=[CH:14][N:13]=[C:12]([NH:18][CH2:19][C:20]3[CH:25]=[CH:24][CH:23]=[CH:22][C:21]=3[O:26][C:27]([F:29])([F:30])[F:28])[N:11]=2)[CH2:6][CH2:7]1)[CH3:35].